The task is: Predict the reaction yield, written as a fraction of the theoretical maximum amount of product (1.0 means a 100% yield; for example, 0.34 means a 34% yield).. This data is from Reaction yield outcomes from USPTO patents with 853,638 reactions. (1) The product is [CH2:1]([C@@:4]1([CH2:37][OH:38])[CH2:9][C@H:8]([C:10]2[CH:15]=[CH:14][CH:13]=[C:12]([Cl:16])[CH:11]=2)[C@@H:7]([C:17]2[CH:22]=[CH:21][C:20]([Cl:23])=[CH:19][CH:18]=2)[N:6]([C@@H:24]([CH2:34][CH3:35])[CH2:25][N:26]([CH3:33])[S:27]([CH:30]2[CH2:32][CH2:31]2)(=[O:28])=[O:29])[C:5]1=[O:36])[CH:2]=[CH2:3]. The reactants are [CH2:1]([C@@:4]1([CH2:37][O:38]CC[Si](C)(C)C)[CH2:9][C@H:8]([C:10]2[CH:15]=[CH:14][CH:13]=[C:12]([Cl:16])[CH:11]=2)[C@@H:7]([C:17]2[CH:22]=[CH:21][C:20]([Cl:23])=[CH:19][CH:18]=2)[N:6]([C@@H:24]([CH2:34][CH3:35])[CH2:25][N:26]([CH3:33])[S:27]([CH:30]2[CH2:32][CH2:31]2)(=[O:29])=[O:28])[C:5]1=[O:36])[CH:2]=[CH2:3].B(F)(F)F. The catalyst is C(Cl)Cl. The yield is 0.980. (2) The reactants are [CH2:1]([CH:3]([CH2:21][CH3:22])[CH:4]([NH2:20])[C:5]1[N:9]([S:10]([C:13]2[CH:18]=[CH:17][C:16]([CH3:19])=[CH:15][CH:14]=2)(=[O:12])=[O:11])[N:8]=[CH:7][CH:6]=1)[CH3:2].C(N(CC)CC)C.[Cl:30][C:31]1[S:35][C:34]([S:36](Cl)(=[O:38])=[O:37])=[CH:33][CH:32]=1. The catalyst is C(Cl)Cl.C(Cl)(Cl)Cl. The product is [Cl:30][C:31]1[S:35][C:34]([S:36]([NH:20][CH:4]([C:5]2[N:9]([S:10]([C:13]3[CH:14]=[CH:15][C:16]([CH3:19])=[CH:17][CH:18]=3)(=[O:12])=[O:11])[N:8]=[CH:7][CH:6]=2)[CH:3]([CH2:1][CH3:2])[CH2:21][CH3:22])(=[O:38])=[O:37])=[CH:33][CH:32]=1. The yield is 0.330. (3) The reactants are [C:1]([NH:11][C@H:12]([C:16]([O:18][C:19]1[CH:24]=[CH:23][CH:22]=[CH:21][C:20]=1[CH2:25][C:26]([O:28]CC1C=CC(OC)=CC=1)=[O:27])=[O:17])[CH:13]([CH3:15])[CH3:14])([O:3][CH2:4][C:5]1[CH:10]=[CH:9][CH:8]=[CH:7][CH:6]=1)=[O:2].FC(F)(F)C(O)=O. The catalyst is ClCCl. The product is [C:1]([NH:11][C@H:12]([C:16]([O:18][C:19]1[CH:24]=[CH:23][CH:22]=[CH:21][C:20]=1[CH2:25][C:26]([OH:28])=[O:27])=[O:17])[CH:13]([CH3:15])[CH3:14])([O:3][CH2:4][C:5]1[CH:10]=[CH:9][CH:8]=[CH:7][CH:6]=1)=[O:2]. The yield is 0.800. (4) The reactants are N[C:2]1[NH:7][C:6](=[O:8])[C:5]2=[C:9]([I:22])[N:10]=[C:11]([C@H:12]3[CH2:17][CH2:16][C@H:15]([C:18]([O:20][CH3:21])=[O:19])[CH2:14][CH2:13]3)[N:4]2[N:3]=1.N(OC(C)(C)C)=O. The catalyst is C1COCC1.CN(C=O)C. The product is [I:22][C:9]1[N:10]=[C:11]([C@H:12]2[CH2:13][CH2:14][C@H:15]([C:18]([O:20][CH3:21])=[O:19])[CH2:16][CH2:17]2)[N:4]2[C:5]=1[C:6](=[O:8])[NH:7][CH:2]=[N:3]2. The yield is 0.670. (5) The reactants are [H-].[Na+].[CH3:3][CH:4]([OH:8])[CH2:5][CH:6]=[CH2:7].Br[CH2:10][CH:11]=[CH2:12]. The catalyst is CN(C)C=O. The product is [CH2:12]([O:8][CH:4]([CH3:3])[CH2:5][CH:6]=[CH2:7])[CH:11]=[CH2:10]. The yield is 0.610.